From a dataset of Peptide-MHC class I binding affinity with 185,985 pairs from IEDB/IMGT. Regression. Given a peptide amino acid sequence and an MHC pseudo amino acid sequence, predict their binding affinity value. This is MHC class I binding data. (1) The peptide sequence is IRRGTGDAW. The MHC is Mamu-B17 with pseudo-sequence Mamu-B17. The binding affinity (normalized) is 0.547. (2) The peptide sequence is KQISNELNY. The MHC is HLA-A30:02 with pseudo-sequence HLA-A30:02. The binding affinity (normalized) is 0.806. (3) The binding affinity (normalized) is 0.0847. The MHC is HLA-A30:01 with pseudo-sequence HLA-A30:01. The peptide sequence is IYTDEVYDY. (4) The peptide sequence is NRLKPRDFK. The MHC is HLA-A30:01 with pseudo-sequence HLA-A30:01. The binding affinity (normalized) is 0.0847. (5) The peptide sequence is AENGELTEI. The MHC is HLA-B40:01 with pseudo-sequence HLA-B40:01. The binding affinity (normalized) is 0.296. (6) The peptide sequence is FMFDSDEAM. The MHC is HLA-B46:01 with pseudo-sequence HLA-B46:01. The binding affinity (normalized) is 0.686. (7) The peptide sequence is LTDRELLLL. The MHC is HLA-A69:01 with pseudo-sequence HLA-A69:01. The binding affinity (normalized) is 0.0847. (8) The peptide sequence is WPTPKTHPV. The MHC is HLA-A03:19 with pseudo-sequence YFAMYQENVAQTDVDTLYIIFHYYTWAELAYTWY. The binding affinity (normalized) is 0.354. (9) The peptide sequence is AAPQFSLW. The binding affinity (normalized) is 0. The MHC is Mamu-A01 with pseudo-sequence Mamu-A01.